Task: Regression. Given a peptide amino acid sequence and an MHC pseudo amino acid sequence, predict their binding affinity value. This is MHC class I binding data.. Dataset: Peptide-MHC class I binding affinity with 185,985 pairs from IEDB/IMGT (1) The peptide sequence is NPEDNENPL. The MHC is H-2-Db with pseudo-sequence H-2-Db. The binding affinity (normalized) is 0.0641. (2) The peptide sequence is ELIDVLKTRL. The MHC is HLA-A02:02 with pseudo-sequence HLA-A02:02. The binding affinity (normalized) is 0.485. (3) The peptide sequence is SLYNTVATL. The MHC is HLA-A02:01 with pseudo-sequence HLA-A02:01. The binding affinity (normalized) is 0.646. (4) The binding affinity (normalized) is 0.241. The peptide sequence is NRTRHCQPEK. The MHC is HLA-B27:05 with pseudo-sequence HLA-B27:05. (5) The peptide sequence is GMDPRMCSL. The MHC is HLA-B08:01 with pseudo-sequence HLA-B08:01. The binding affinity (normalized) is 0.193.